This data is from Reaction yield outcomes from USPTO patents with 853,638 reactions. The task is: Predict the reaction yield, written as a fraction of the theoretical maximum amount of product (1.0 means a 100% yield; for example, 0.34 means a 34% yield). (1) The product is [CH3:1][C:2]1([CH3:27])[CH2:11][CH2:10][C:9]([CH3:12])([CH3:13])[C:8]2[CH:7]=[C:6]([C:14]([NH:16][C:17]3[CH:18]=[CH:19][C:20]([C:21]([OH:23])=[O:22])=[CH:25][CH:26]=3)=[O:15])[CH:5]=[CH:4][C:3]1=2. The reactants are [CH3:1][C:2]1([CH3:27])[CH2:11][CH2:10][C:9]([CH3:13])([CH3:12])[C:8]2[CH:7]=[C:6]([C:14]([NH:16][C:17]3[CH:26]=[CH:25][C:20]([C:21]([O:23]C)=[O:22])=[CH:19][CH:18]=3)=[O:15])[CH:5]=[CH:4][C:3]1=2.[OH-].[K+]. The catalyst is CO. The yield is 0.780. (2) The reactants are [Br:1][C:2]1[CH:3]=[C:4]2[C:11]3([C:15](=[O:16])[NH:14][C:13](=O)[NH:12]3)[CH2:10][CH:9]([C:18]3[CH:23]=[CH:22][CH:21]=[CH:20][CH:19]=3)[O:8][C:5]2=[CH:6][CH:7]=1.COC1C=CC(P2(SP(C3C=CC(OC)=CC=3)(=S)S2)=[S:33])=CC=1. The catalyst is O1CCOCC1. The product is [Br:1][C:2]1[CH:3]=[C:4]2[C:11]3([C:15](=[O:16])[NH:14][C:13](=[S:33])[NH:12]3)[CH2:10][CH:9]([C:18]3[CH:23]=[CH:22][CH:21]=[CH:20][CH:19]=3)[O:8][C:5]2=[CH:6][CH:7]=1. The yield is 0.620. (3) The reactants are [CH2:1]([O:8][C:9]1[C:18](=[O:19])[N:17]2[C:12]([C:13]([CH3:21])([CH3:20])[O:14][CH2:15][CH2:16]2)=[N:11][C:10]=1[C:22]([NH:24][CH2:25][C:26]1[CH:31]=[CH:30][C:29]([F:32])=[CH:28][C:27]=1[P:33](=[O:40])([O:37]CC)[O:34][CH2:35][CH3:36])=[O:23])[C:2]1[CH:7]=[CH:6][CH:5]=[CH:4][CH:3]=1.C(O)C.[OH-].[Na+]. The catalyst is O1CCCC1.C(OCC)(=O)C. The product is [CH2:1]([O:8][C:9]1[C:18](=[O:19])[N:17]2[C:12]([C:13]([CH3:20])([CH3:21])[O:14][CH2:15][CH2:16]2)=[N:11][C:10]=1[C:22]([NH:24][CH2:25][C:26]1[CH:31]=[CH:30][C:29]([F:32])=[CH:28][C:27]=1[P:33](=[O:37])([OH:40])[O:34][CH2:35][CH3:36])=[O:23])[C:2]1[CH:3]=[CH:4][CH:5]=[CH:6][CH:7]=1. The yield is 0.640.